Dataset: Forward reaction prediction with 1.9M reactions from USPTO patents (1976-2016). Task: Predict the product of the given reaction. (1) Given the reactants C(OC([N:8]1[C:20]2[CH2:19][CH:18]([C:21]([S:27]([C:30]3[CH:35]=[CH:34][CH:33]=[CH:32][CH:31]=3)(=[O:29])=[O:28])([F:26])[C:22](=[O:25])[NH:23][CH3:24])[CH2:17][CH2:16][C:15]=2[C:14]2[C:9]1=[CH:10][CH:11]=[C:12]([Cl:36])[CH:13]=2)=O)(C)(C)C.[H-].[Na+].BrC[CH:41]=[C:42]([CH3:44])[CH3:43].[CH2:45]1COCC1, predict the reaction product. The product is: [C:30]1([S:27]([C:21]([CH:18]2[CH2:17][CH2:16][C:15]3[C:14]4[C:9](=[CH:10][CH:11]=[C:12]([Cl:36])[CH:13]=4)[NH:8][C:20]=3[CH2:19]2)([F:26])[C:22]([N:23]([CH3:45])[CH2:24][CH:41]=[C:42]([CH3:44])[CH3:43])=[O:25])(=[O:29])=[O:28])[CH:31]=[CH:32][CH:33]=[CH:34][CH:35]=1. (2) The product is: [OH:4][CH2:5][C@@H:6]([O:9][C:10]1[CH:11]=[C:12]([O:25][C:26]2[N:27]=[CH:28][C:29]([C:32]([OH:34])=[O:33])=[N:30][CH:31]=2)[CH:13]=[C:14]([C:16]([NH:18][C:19]2[CH:23]=[CH:22][N:21]([CH3:24])[N:20]=2)=[O:17])[CH:15]=1)[CH2:7][CH3:8]. Given the reactants O.[OH-].[Li+].[OH:4][CH2:5][C@@H:6]([O:9][C:10]1[CH:11]=[C:12]([O:25][C:26]2[N:27]=[CH:28][C:29]([C:32]([O:34]C)=[O:33])=[N:30][CH:31]=2)[CH:13]=[C:14]([C:16]([NH:18][C:19]2[CH:23]=[CH:22][N:21]([CH3:24])[N:20]=2)=[O:17])[CH:15]=1)[CH2:7][CH3:8], predict the reaction product.